Dataset: Reaction yield outcomes from USPTO patents with 853,638 reactions. Task: Predict the reaction yield, written as a fraction of the theoretical maximum amount of product (1.0 means a 100% yield; for example, 0.34 means a 34% yield). (1) The reactants are [NH2:1][C@H:2]1[CH2:7][CH2:6][N:5]([C:8]([O:10][C:11]([CH3:14])([CH3:13])[CH3:12])=[O:9])[CH2:4][C@H:3]1[N:15]([CH3:17])[CH3:16].[Cl:18][C:19]1[N:20]=[C:21]([C:26](O)=[O:27])[NH:22][C:23]=1[CH2:24][CH3:25].O.ON1C2C=CC=CC=2N=N1.CCN=C=NCCCN(C)C.Cl.C(N(CC)CC)C. No catalyst specified. The product is [Cl:18][C:19]1[N:20]=[C:21]([C:26]([NH:1][C@H:2]2[CH2:7][CH2:6][N:5]([C:8]([O:10][C:11]([CH3:12])([CH3:13])[CH3:14])=[O:9])[CH2:4][C@H:3]2[N:15]([CH3:17])[CH3:16])=[O:27])[NH:22][C:23]=1[CH2:24][CH3:25]. The yield is 0.690. (2) The yield is 0.995. The product is [CH2:30]([NH:29][C:27]([C:26]1[CH:32]=[CH:33][C:23]([N:20]2[C:12]([CH2:11][CH2:10][CH2:9][CH2:8][CH2:7][C:1]3[CH:2]=[CH:3][CH:4]=[CH:5][CH:6]=3)=[C:13]([C:14]([OH:16])=[O:15])[N:22]=[N:21]2)=[CH:24][CH:25]=1)=[O:28])[CH3:31]. The reactants are [C:1]1([CH2:7][CH2:8][CH2:9][CH2:10][CH2:11][C:12](=O)[CH2:13][C:14]([O:16]CC)=[O:15])[CH:6]=[CH:5][CH:4]=[CH:3][CH:2]=1.[N:20]([C:23]1[CH:33]=[CH:32][C:26]([C:27]([NH:29][CH2:30][CH3:31])=[O:28])=[CH:25][CH:24]=1)=[N+:21]=[N-:22].[O-]CC.[Na+].O. The catalyst is C(O)C. (3) The reactants are [F:1][C:2]([F:12])([F:11])[C:3]1[CH:8]=[CH:7][CH:6]=[CH:5][C:4]=1[CH2:9][OH:10].Cl[C:14]1[N:15]=[C:16]([OH:30])[C:17]2[CH:23]=[CH:22][N:21]=[C:20]([C:24]3[N:25]=[CH:26][N:27]([CH3:29])[CH:28]=3)[C:18]=2[N:19]=1. No catalyst specified. The product is [CH3:29][N:27]1[CH:28]=[C:24]([C:20]2[C:18]3[N:19]=[C:14]([O:10][CH2:9][C:4]4[CH:5]=[CH:6][CH:7]=[CH:8][C:3]=4[C:2]([F:11])([F:12])[F:1])[N:15]=[C:16]([OH:30])[C:17]=3[CH:23]=[CH:22][N:21]=2)[N:25]=[CH:26]1. The yield is 0.300. (4) The reactants are [Br:1][C:2]1[C:3](F)=[C:4]2[C:10]([NH:11][C:12](=[O:19])[C:13]3[CH:18]=[CH:17][CH:16]=[N:15][CH:14]=3)=[CH:9][NH:8][C:5]2=[N:6][CH:7]=1.Cl.[N:22]1([C:30]([O:32][C:33]([CH3:36])([CH3:35])[CH3:34])=[O:31])[CH2:26][CH2:25][CH:24]2[CH2:27][NH:28][CH2:29][CH:23]12.CCN(C(C)C)C(C)C. The catalyst is CCCCO. The product is [Br:1][C:2]1[C:3]([N:28]2[CH2:27][CH:24]3[CH:23]([N:22]([C:30]([O:32][C:33]([CH3:36])([CH3:35])[CH3:34])=[O:31])[CH2:26][CH2:25]3)[CH2:29]2)=[C:4]2[C:10]([NH:11][C:12](=[O:19])[C:13]3[CH:18]=[CH:17][CH:16]=[N:15][CH:14]=3)=[CH:9][NH:8][C:5]2=[N:6][CH:7]=1. The yield is 0.180. (5) The reactants are [OH:1][C:2]1[CH:3]=[C:4]([CH:19]=[CH:20][CH:21]=1)[CH2:5][NH:6][C:7]([C:9]1[CH:10]=[C:11]2[C:16](=[CH:17][CH:18]=1)[N:15]=[CH:14][CH:13]=[CH:12]2)=[O:8].[OH-].[Na+].[CH:24]1([CH2:27]Br)[CH2:26][CH2:25]1.[I-].[Na+]. The catalyst is C(#N)C.O.FC(F)(F)C(O)=O.O1CCCC1. The product is [CH:24]1([CH2:27][O:1][C:2]2[CH:3]=[C:4]([CH:19]=[CH:20][CH:21]=2)[CH2:5][NH:6][C:7]([C:9]2[CH:10]=[C:11]3[C:16](=[CH:17][CH:18]=2)[N:15]=[CH:14][CH:13]=[CH:12]3)=[O:8])[CH2:26][CH2:25]1. The yield is 0.200. (6) The reactants are C(#N)C.Cl[C:5]1[CH:10]=[CH:9][N:8]=[C:7]([N:11]2[C:23](=[O:24])[C:22]3[N:14]([C:15]4[C@@H:16]5[CH2:25][C@H:19]([C:20]=4[CH:21]=3)[CH2:18][CH2:17]5)[CH2:13][CH2:12]2)[C:6]=1[CH:26]=[O:27].[CH3:28][N:29]1[CH:34]=[C:33](B2OC(C)(C)C(C)(C)O2)[CH:32]=[C:31]([NH:44][C:45]2[CH:50]=[CH:49][C:48]([N:51]3[CH2:56][CH2:55][N:54]([CH:57]4[CH2:60][O:59][CH2:58]4)[CH2:53][C@@H:52]3[CH3:61])=[CH:47][N:46]=2)[C:30]1=[O:62].C([O-])(=O)C.[K+]. The catalyst is C1C=CC(P(C2C=CC=CC=2)[C-]2C=CC=C2)=CC=1.C1C=CC(P(C2C=CC=CC=2)[C-]2C=CC=C2)=CC=1.Cl[Pd]Cl.[Fe+2].O. The product is [CH3:28][N:29]1[C:30](=[O:62])[C:31]([NH:44][C:45]2[CH:50]=[CH:49][C:48]([N:51]3[CH2:56][CH2:55][N:54]([CH:57]4[CH2:58][O:59][CH2:60]4)[CH2:53][C@@H:52]3[CH3:61])=[CH:47][N:46]=2)=[CH:32][C:33]([C:5]2[CH:10]=[CH:9][N:8]=[C:7]([N:11]3[C:23](=[O:24])[C:22]4[N:14]([C:15]5[C@@H:16]6[CH2:25][C@H:19]([C:20]=5[CH:21]=4)[CH2:18][CH2:17]6)[CH2:13][CH2:12]3)[C:6]=2[CH:26]=[O:27])=[CH:34]1. The yield is 0.290. (7) The reactants are [F:1][C:2]1[CH:36]=[CH:35][C:5]([C:6]([NH:8][C@@:9]([C:21]2[CH:26]=[C:25]([O:27][C:28]([F:33])([F:32])[CH:29]([F:31])[F:30])[CH:24]=[C:23]([F:34])[CH:22]=2)([C:14]2[CH:19]=[CH:18][C:17]([F:20])=[CH:16][CH:15]=2)[CH2:10][C:11]([OH:13])=[O:12])=[O:7])=[CH:4][C:3]=1[C:37]([F:40])([F:39])[F:38].[CH:41]1C=CC(P(N=[N+]=[N-])(C2C=CC=CC=2)=O)=CC=1.CO.C([O-])([O-])=O.[K+].[K+]. The catalyst is C1(C)C=CC=CC=1. The product is [F:1][C:2]1[CH:36]=[CH:35][C:5]([C:6]([NH:8][C@@:9]([C:21]2[CH:26]=[C:25]([O:27][C:28]([F:32])([F:33])[CH:29]([F:31])[F:30])[CH:24]=[C:23]([F:34])[CH:22]=2)([C:14]2[CH:15]=[CH:16][C:17]([F:20])=[CH:18][CH:19]=2)[CH2:10][C:11]([O:13][CH3:41])=[O:12])=[O:7])=[CH:4][C:3]=1[C:37]([F:40])([F:39])[F:38]. The yield is 0.150.